This data is from Reaction yield outcomes from USPTO patents with 853,638 reactions. The task is: Predict the reaction yield, written as a fraction of the theoretical maximum amount of product (1.0 means a 100% yield; for example, 0.34 means a 34% yield). (1) The reactants are [O:1]=[C:2]1[CH2:7][CH2:6][N:5]([C:8]([O:10][CH2:11][C:12]2[CH:17]=[CH:16][CH:15]=[CH:14][CH:13]=2)=[O:9])[CH2:4][CH2:3]1.C1C=CC(N([S:25]([C:28]([F:31])([F:30])[F:29])(=[O:27])=[O:26])[S:25]([C:28]([F:31])([F:30])[F:29])(=[O:27])=[O:26])=CC=1.C[Si](C)(C)[N-][Si](C)(C)C.[Li+]. The catalyst is O1CCCC1. The product is [F:29][C:28]([F:31])([F:30])[S:25]([O:1][C:2]1[CH2:7][CH2:6][N:5]([C:8]([O:10][CH2:11][C:12]2[CH:17]=[CH:16][CH:15]=[CH:14][CH:13]=2)=[O:9])[CH2:4][CH:3]=1)(=[O:27])=[O:26]. The yield is 0.600. (2) The reactants are [CH2:1]([O:3][C:4]1[CH:9]=[C:8]([F:10])[C:7]([N+:11]([O-])=O)=[CH:6][C:5]=1[F:14])[CH3:2]. The catalyst is [Pd].C(O)C. The product is [CH2:1]([O:3][C:4]1[C:5]([F:14])=[CH:6][C:7]([NH2:11])=[C:8]([F:10])[CH:9]=1)[CH3:2]. The yield is 0.980. (3) The reactants are [S:1]1[CH:5]=[CH:4][C:3]([CH2:6][CH2:7][CH2:8][C:9]([OH:11])=O)=[CH:2]1.S(Cl)(Cl)=O. The catalyst is COCCOCCOC.N1C=CC=CC=1. The product is [S:1]1[C:2]2[C:9](=[O:11])[CH2:8][CH2:7][CH2:6][C:3]=2[CH:4]=[CH:5]1. The yield is 0.720. (4) The reactants are [F:1][C:2]1[CH:3]=[C:4]([NH2:24])[CH:5]=[CH:6][C:7]=1[O:8][C:9]1[CH:14]=[CH:13][N:12]=[C:11]2[CH:15]=[C:16]([C:18]3[N:19]=[CH:20][N:21]([CH3:23])[CH:22]=3)[S:17][C:10]=12.[ClH:25].FC1C=C(N[C:51]([NH:53][C:54](=[O:62])[CH2:55][C:56]2[CH:61]=[CH:60][CH:59]=[CH:58][CH:57]=2)=[O:52])C=CC=1OC1C=CN=C2C=C(C(N3CCCC3)=O)SC=12. No catalyst specified. The product is [ClH:25].[ClH:25].[F:1][C:2]1[CH:3]=[C:4]([NH:24][C:51]([NH:53][C:54](=[O:62])[CH2:55][C:56]2[CH:57]=[CH:58][CH:59]=[CH:60][CH:61]=2)=[O:52])[CH:5]=[CH:6][C:7]=1[O:8][C:9]1[CH:14]=[CH:13][N:12]=[C:11]2[CH:15]=[C:16]([C:18]3[N:19]=[CH:20][N:21]([CH3:23])[CH:22]=3)[S:17][C:10]=12. The yield is 0.540. (5) The reactants are [Br:1][C:2]1[CH:7]=[CH:6][C:5]([CH:8]2[CH2:12][CH2:11][CH2:10][NH:9]2)=[CH:4][CH:3]=1.[CH:13](O)=O.C=O. The catalyst is O. The product is [Br:1][C:2]1[CH:3]=[CH:4][C:5]([CH:8]2[CH2:12][CH2:11][CH2:10][N:9]2[CH3:13])=[CH:6][CH:7]=1. The yield is 0.910. (6) The catalyst is N1CCCCC1.Cl.O1CCOCC1. The reactants are C(OC(=O)[NH:7][CH:8]([C:10]1[O:11][C:12](=[N:21][C:22]2[CH:27]=[C:26]([F:28])[CH:25]=[C:24]([F:29])[CH:23]=2)[C:13]2[C:19]([Cl:20])=[CH:18][CH:17]=[CH:16][C:14]=2[N:15]=1)[CH3:9])(C)(C)C. The yield is 0.980. The product is [NH2:7][CH:8]([C:10]1[N:21]([C:22]2[CH:27]=[C:26]([F:28])[CH:25]=[C:24]([F:29])[CH:23]=2)[C:12](=[O:11])[C:13]2[C:14](=[CH:16][CH:17]=[CH:18][C:19]=2[Cl:20])[N:15]=1)[CH3:9]. (7) The reactants are O.[NH2:2][NH2:3].C(N(CC)CC)C.[Cl:11][C:12]1[N:17]=[C:16]([Cl:18])[C:15]([F:19])=[C:14](Cl)[N:13]=1. The catalyst is CO. The product is [Cl:11][C:12]1[N:17]=[C:16]([Cl:18])[C:15]([F:19])=[C:14]([NH:2][NH2:3])[N:13]=1. The yield is 0.320. (8) The reactants are [CH3:1][O:2][C:3]1[C:4]([NH:15][C:16](=[O:20])OCC)=[N:5][C:6]2[C:11]([N:12]=1)=[CH:10][C:9]([O:13][CH3:14])=[CH:8][CH:7]=2.[CH3:21][C:22]1[CH:27]=[CH:26][CH:25]=[CH:24][C:23]=1[N:28]1[CH2:33][CH2:32][NH:31][CH2:30][CH2:29]1. No catalyst specified. The product is [CH3:1][O:2][C:3]1[C:4]([NH:15][C:16]([N:31]2[CH2:32][CH2:33][N:28]([C:23]3[CH:24]=[CH:25][CH:26]=[CH:27][C:22]=3[CH3:21])[CH2:29][CH2:30]2)=[O:20])=[N:5][C:6]2[C:11]([N:12]=1)=[CH:10][C:9]([O:13][CH3:14])=[CH:8][CH:7]=2. The yield is 0.930. (9) The reactants are [CH3:1][O:2][C@H:3]1[C@@H:9]2[O:10][CH2:11][C@H:12]([O:13]C(C3C=CC=CC=3)=O)[C@@H:8]2[O:7][C@@H:4]1[O:5][CH3:6].[OH-].[Na+]. The catalyst is CO.C(OCC)(=O)C. The product is [CH3:1][O:2][C@H:3]1[C@@H:9]2[O:10][CH2:11][C@@H:12]([OH:13])[C@@H:8]2[O:7][C@@H:4]1[O:5][CH3:6]. The yield is 0.850.